Dataset: Reaction yield outcomes from USPTO patents with 853,638 reactions. Task: Predict the reaction yield, written as a fraction of the theoretical maximum amount of product (1.0 means a 100% yield; for example, 0.34 means a 34% yield). (1) The reactants are Br[C:2]1[CH:7]=[CH:6][CH:5]=[C:4]([Br:8])[N:3]=1.[Li][CH2:10]CCC.[CH3:14][O:15][CH:16]([O:25][CH3:26])[CH2:17][CH2:18][C:19](N(OC)C)=[O:20]. The catalyst is CCOCC. The product is [CH:7](=[C:2](/[N:3]=[C:4]([Br:8])[CH:5]=[CH2:10])\[C:19](=[O:20])[CH2:18][CH2:17][CH:16]([O:15][CH3:14])[O:25][CH3:26])/[CH3:6]. The yield is 0.605. (2) The yield is 0.390. The reactants are [C:1]([O:5][C:6](=[O:22])[NH:7][C@H:8]([C:19](=[S:21])[NH2:20])[CH2:9][C:10]1[CH:15]=[CH:14][C:13]([N+:16]([O-:18])=[O:17])=[CH:12][CH:11]=1)([CH3:4])([CH3:3])[CH3:2].Br[CH2:24][C:25]([C:27]1[CH:32]=[CH:31][CH:30]=[CH:29][CH:28]=1)=O.N1C=CC=CC=1.CC(OC(OC(OC(C)(C)C)=O)=O)(C)C. The product is [C:1]([O:5][C:6](=[O:22])[NH:7][C@H:8]([C:19]1[S:21][CH:24]=[C:25]([C:27]2[CH:32]=[CH:31][CH:30]=[CH:29][CH:28]=2)[N:20]=1)[CH2:9][C:10]1[CH:15]=[CH:14][C:13]([N+:16]([O-:18])=[O:17])=[CH:12][CH:11]=1)([CH3:4])([CH3:2])[CH3:3]. The catalyst is CC#N.C(OCC)C. (3) The reactants are [Li+].[OH-].[Cl:3][C:4]1[CH:36]=[CH:35][CH:34]=[C:33]([Cl:37])[C:5]=1[C:6]([NH:8][C@H:9]([C:29]([O:31]C)=[O:30])[CH2:10][C:11]1[CH:16]=[CH:15][C:14]([C:17]#[C:18][CH2:19][CH2:20][CH2:21][NH:22][C:23]2[CH:28]=[CH:27][CH:26]=[CH:25][N:24]=2)=[CH:13][CH:12]=1)=[O:7]. The catalyst is O.CO.CC(N(C)C)=O. The product is [Cl:3][C:4]1[CH:36]=[CH:35][CH:34]=[C:33]([Cl:37])[C:5]=1[C:6]([NH:8][C@H:9]([C:29]([OH:31])=[O:30])[CH2:10][C:11]1[CH:16]=[CH:15][C:14]([C:17]#[C:18][CH2:19][CH2:20][CH2:21][NH:22][C:23]2[CH:28]=[CH:27][CH:26]=[CH:25][N:24]=2)=[CH:13][CH:12]=1)=[O:7]. The yield is 0.630. (4) The reactants are C(P(CCCC)CCCC)CCC.N(C(N1CCCCC1)=O)=NC(N1CCCCC1)=O.[Cl:32][C:33]1[CH:34]=[C:35]([CH:49]=[CH:50][C:51]=1[F:52])[O:36][C:37]1[CH:38]=[CH:39][C:40]2[N:44]=[C:43]([CH2:45][OH:46])[N:42]([CH3:47])[C:41]=2[CH:48]=1.O[C:54]1[CH:55]=[C:56]([CH:61]=[CH:62][CH:63]=1)[C:57]([O:59][CH3:60])=[O:58]. The catalyst is C1(C)C=CC=CC=1. The product is [ClH:32].[Cl:32][C:33]1[CH:34]=[C:35]([CH:49]=[CH:50][C:51]=1[F:52])[O:36][C:37]1[CH:38]=[CH:39][C:40]2[N:44]=[C:43]([CH2:45][O:46][C:54]3[CH:55]=[C:56]([CH:61]=[CH:62][CH:63]=3)[C:57]([O:59][CH3:60])=[O:58])[N:42]([CH3:47])[C:41]=2[CH:48]=1. The yield is 0.670. (5) The reactants are Cl[C:2]1[N:7]=[C:6]([C:8]([OH:11])([CH3:10])[CH3:9])[CH:5]=[C:4]([C:12]2[CH:17]=[CH:16][C:15]([C:18]([F:21])([F:20])[F:19])=[CH:14][CH:13]=2)[N:3]=1.[CH3:22][O:23][C:24]1[CH:25]=[C:26]([NH2:36])[CH:27]=[CH:28][C:29]=1[C:30]1[S:34][C:33]([CH3:35])=[N:32][CH:31]=1. No catalyst specified. The product is [CH3:22][O:23][C:24]1[CH:25]=[C:26]([NH:36][C:2]2[N:7]=[C:6]([C:8]([OH:11])([CH3:10])[CH3:9])[CH:5]=[C:4]([C:12]3[CH:17]=[CH:16][C:15]([C:18]([F:21])([F:20])[F:19])=[CH:14][CH:13]=3)[N:3]=2)[CH:27]=[CH:28][C:29]=1[C:30]1[S:34][C:33]([CH3:35])=[N:32][CH:31]=1. The yield is 0.240. (6) The reactants are [H-].[Na+].[NH:3]1[C:11]2[C:6](=[CH:7][CH:8]=[CH:9][CH:10]=2)[CH2:5][C:4]1=[O:12].[C:13]1([C:22]2[C:17](=[CH:18][CH:19]=[CH:20][CH:21]=2)[CH2:16][O:15]1)=O.Cl. The catalyst is CN(C=O)C.O. The product is [C:13]1(=[C:5]2[C:6]3[C:11](=[CH:10][CH:9]=[CH:8][CH:7]=3)[NH:3][C:4]2=[O:12])[C:22]2[C:17](=[CH:18][CH:19]=[CH:20][CH:21]=2)[CH2:16][O:15]1. The yield is 0.470.